Dataset: Catalyst prediction with 721,799 reactions and 888 catalyst types from USPTO. Task: Predict which catalyst facilitates the given reaction. (1) Reactant: C(O)(=O)C.[BrH:5].C(O)(=O)C.C(O[C@@H:14]1[O:31][CH2:30][C@@H:25]([O:26][C:27](=[O:29])[CH3:28])[C@H:20]([O:21][C:22](=[O:24])[CH3:23])[C@H:15]1[O:16][C:17](=[O:19])[CH3:18])(=O)C. Product: [C:17]([O:16][C@@H:15]1[C@@H:20]([O:21][C:22](=[O:24])[CH3:23])[C@H:25]([O:26][C:27](=[O:29])[CH3:28])[CH2:30][O:31][C@@H:14]1[Br:5])(=[O:19])[CH3:18]. The catalyst class is: 22. (2) Reactant: [CH2:1]([O:4][C:5]1[CH:10]=[CH:9][C:8](/[CH:11]=[C:12](\[CH3:19])/[C:13]([O:15]CC=C)=[O:14])=[CH:7][CH:6]=1)[CH:2]=[CH2:3].[OH-].[K+]. Product: [CH2:1]([O:4][C:5]1[CH:10]=[CH:9][C:8](/[CH:11]=[C:12](\[CH3:19])/[C:13]([OH:15])=[O:14])=[CH:7][CH:6]=1)[CH:2]=[CH2:3]. The catalyst class is: 5. (3) Reactant: [Si:1]([O:8][CH2:9][CH2:10][NH:11][CH2:12][C@@H:13]([NH:17][C:18]1[CH:23]=[CH:22][N:21]2[N:24]=[CH:25][C:26]([C:27]3[CH:32]=[CH:31][C:30]([C:33]4[N:34]([CH2:38][O:39][CH2:40][CH2:41][Si:42]([CH3:45])([CH3:44])[CH3:43])[CH:35]=[CH:36][N:37]=4)=[CH:29][CH:28]=3)=[C:20]2[N:19]=1)[CH:14]([CH3:16])[CH3:15])([C:4]([CH3:7])([CH3:6])[CH3:5])([CH3:3])[CH3:2].C(N(C(C)C)CC)(C)C.Cl[C:56](OC(Cl)(Cl)Cl)=[O:57]. Product: [Si:1]([O:8][CH2:9][CH2:10][N:11]1[CH2:12][C@H:13]([CH:14]([CH3:16])[CH3:15])[N:17]([C:18]2[CH:23]=[CH:22][N:21]3[N:24]=[CH:25][C:26]([C:27]4[CH:28]=[CH:29][C:30]([C:33]5[N:34]([CH2:38][O:39][CH2:40][CH2:41][Si:42]([CH3:44])([CH3:45])[CH3:43])[CH:35]=[CH:36][N:37]=5)=[CH:31][CH:32]=4)=[C:20]3[N:19]=2)[C:56]1=[O:57])([C:4]([CH3:7])([CH3:6])[CH3:5])([CH3:3])[CH3:2]. The catalyst class is: 4.